Dataset: Forward reaction prediction with 1.9M reactions from USPTO patents (1976-2016). Task: Predict the product of the given reaction. (1) Given the reactants [C:1]([O:9][C:10]1[CH:15]=[CH:14][C:13]([OH:16])=[CH:12][CH:11]=1)(=[O:8])[C:2]1[CH:7]=[CH:6][CH:5]=[CH:4][CH:3]=1.[N+:17]([O-])([OH:19])=[O:18], predict the reaction product. The product is: [C:1]([O:9][C:10]1[CH:11]=[CH:12][C:13]([OH:16])=[C:14]([N+:17]([O-:19])=[O:18])[CH:15]=1)(=[O:8])[C:2]1[CH:3]=[CH:4][CH:5]=[CH:6][CH:7]=1. (2) Given the reactants [Br:1][C:2]1[S:3][C:4]2[C:10]([OH:11])=[CH:9][C:8]([CH3:12])=[CH:7][C:5]=2[N:6]=1.C(N(CC)CC)C.[C:20]([O:24][CH2:25][CH3:26])(=[O:23])[CH:21]=[O:22].C(C(C(C([O-])=O)O)O)([O-])=O.[Na+].[K+], predict the reaction product. The product is: [Br:1][C:2]1[S:3][C:4]2[C:10]([OH:11])=[C:9]([CH:21]([OH:22])[C:20]([O:24][CH2:25][CH3:26])=[O:23])[C:8]([CH3:12])=[CH:7][C:5]=2[N:6]=1. (3) Given the reactants [Br:1][C:2]1[N:7]=[CH:6][C:5]2[CH:8]=[C:9]([C:11]3[CH:12]=[N:13][N:14]([CH3:16])[CH:15]=3)[NH:10][C:4]=2[CH:3]=1.[CH:17]1([O:21][C:22](Cl)=[O:23])[CH2:20][CH2:19][CH2:18]1.C1(O)CCC1.C(Cl)(Cl)=O, predict the reaction product. The product is: [CH:17]1([O:21][C:22]([N:10]2[C:4]3[CH:3]=[C:2]([Br:1])[N:7]=[CH:6][C:5]=3[CH:8]=[C:9]2[C:11]2[CH:12]=[N:13][N:14]([CH3:16])[CH:15]=2)=[O:23])[CH2:20][CH2:19][CH2:18]1. (4) The product is: [CH3:26][N:2]([CH3:1])[C:3]1[CH:4]=[C:5]([CH:9]=[C:10](/[CH:12]=[CH:13]/[C:14]2[CH:15]=[C:16]([CH3:25])[C:17]([O:21][CH2:22][O:23][CH3:24])=[C:18]([CH3:20])[CH:19]=2)[CH:11]=1)[C:6]([O:8][C:46]1[CH:47]=[CH:48][C:43]([F:42])=[CH:44][CH:45]=1)=[O:7]. Given the reactants [CH3:1][N:2]([CH3:26])[C:3]1[CH:4]=[C:5]([CH:9]=[C:10](/[CH:12]=[CH:13]/[C:14]2[CH:19]=[C:18]([CH3:20])[C:17]([O:21][CH2:22][O:23][CH3:24])=[C:16]([CH3:25])[CH:15]=2)[CH:11]=1)[C:6]([OH:8])=[O:7].C1CCC(N=C=NC2CCCCC2)CC1.[F:42][C:43]1[CH:48]=[CH:47][C:46](O)=[CH:45][CH:44]=1, predict the reaction product. (5) Given the reactants C([O:8][C:9]1[C:29]([Cl:30])=[CH:28][C:12]([CH2:13][N:14]([N:23]2[CH:27]=[N:26][N:25]=[CH:24]2)[C:15]2[CH:22]=[CH:21][C:18]([C:19]#[N:20])=[CH:17][CH:16]=2)=[CH:11][C:10]=1[Cl:31])C1C=CC=CC=1, predict the reaction product. The product is: [Cl:31][C:10]1[CH:11]=[C:12]([CH:28]=[C:29]([Cl:30])[C:9]=1[OH:8])[CH2:13][N:14]([N:23]1[CH:27]=[N:26][N:25]=[CH:24]1)[C:15]1[CH:16]=[CH:17][C:18]([C:19]#[N:20])=[CH:21][CH:22]=1. (6) The product is: [ClH:1].[ClH:1].[Cl:1][C:2]1[CH:7]=[CH:6][C:5]([C:8]2([CH:14]=[CH:15][C:16]3[CH:25]=[C:24]4[C:19]([C:20](=[O:26])[NH:21][CH:22]=[N:23]4)=[CH:18][CH:17]=3)[CH2:13][CH2:12][NH:11][CH2:10][CH2:9]2)=[CH:4][CH:3]=1. Given the reactants [Cl:1][C:2]1[CH:7]=[CH:6][C:5]([C:8]2([CH:14]=[CH:15][C:16]3[CH:25]=[C:24]4[C:19]([C:20](=[O:26])[NH:21][CH:22]=[N:23]4)=[CH:18][CH:17]=3)[CH2:13][CH2:12][NH:11][CH2:10][CH2:9]2)=[CH:4][CH:3]=1, predict the reaction product.